From a dataset of Reaction yield outcomes from USPTO patents with 853,638 reactions. Predict the reaction yield, written as a fraction of the theoretical maximum amount of product (1.0 means a 100% yield; for example, 0.34 means a 34% yield). (1) The catalyst is Cl[Pd](Cl)([P](C1C=CC=CC=1)(C1C=CC=CC=1)C1C=CC=CC=1)[P](C1C=CC=CC=1)(C1C=CC=CC=1)C1C=CC=CC=1.O1CCOCC1. The reactants are Br[C:2]1[CH:3]=[N:4][CH:5]=[C:6]([N+:9]([O-:11])=[O:10])[C:7]=1[NH2:8].[N:12]1[CH:17]=[CH:16][CH:15]=[C:14](B(O)O)[CH:13]=1.C([O-])([O-])=O.[Na+].[Na+]. The yield is 0.870. The product is [N+:9]([C:6]1[C:7]([NH2:8])=[C:2]([C:14]2[CH:13]=[N:12][CH:17]=[CH:16][CH:15]=2)[CH:3]=[N:4][CH:5]=1)([O-:11])=[O:10]. (2) The reactants are [CH3:1][C:2](O)([CH2:4][CH2:5][NH:6][C:7]1[CH:12]=[CH:11][CH:10]=[CH:9][C:8]=1[N+:13]([O-:15])=[O:14])[CH3:3].C[Si]([C:21]#[N:22])(C)C.S(=O)(=O)(O)[OH:24].C(=O)([O-])[O-].[K+].[K+]. The catalyst is O. The product is [CH3:1][C:2]([NH:22][CH:21]=[O:24])([CH3:3])[CH2:4][CH2:5][NH:6][C:7]1[CH:12]=[CH:11][CH:10]=[CH:9][C:8]=1[N+:13]([O-:15])=[O:14]. The yield is 0.660. (3) The reactants are Br[C:2]1[CH:9]=[C:8]([O:10][CH3:11])[CH:7]=[C:6]([O:12][CH3:13])[C:3]=1[CH:4]=[O:5].[CH2:14]([O:21][C:22]1[C:27]([CH3:28])=[CH:26][C:25]([C:29]#[CH:30])=[CH:24][C:23]=1[CH3:31])[C:15]1[CH:20]=[CH:19][CH:18]=[CH:17][CH:16]=1.O. The catalyst is CN(C=O)C.C(N(CC)CC)C.Cl[Pd](Cl)([P](C1C=CC=CC=1)(C1C=CC=CC=1)C1C=CC=CC=1)[P](C1C=CC=CC=1)(C1C=CC=CC=1)C1C=CC=CC=1.[Cu]I. The product is [CH2:14]([O:21][C:22]1[C:27]([CH3:28])=[CH:26][C:25]([C:29]#[C:30][C:2]2[CH:9]=[C:8]([O:10][CH3:11])[CH:7]=[C:6]([O:12][CH3:13])[C:3]=2[CH:4]=[O:5])=[CH:24][C:23]=1[CH3:31])[C:15]1[CH:20]=[CH:19][CH:18]=[CH:17][CH:16]=1. The yield is 0.720. (4) The reactants are I[C:2]1[CH:12]=[CH:11][C:5]([C:6]([N:8]([CH3:10])[CH3:9])=[O:7])=[CH:4][CH:3]=1.[F:13][C:14]([F:25])([F:24])[C:15]1[C:23]2[CH2:22][CH2:21][CH2:20][CH2:19][C:18]=2[NH:17][N:16]=1.N[C@@H]1CCCC[C@H]1N.C(=O)([O-])[O-].[K+].[K+]. The catalyst is O1CCOCC1.[Cu]I. The product is [CH3:9][N:8]([CH3:10])[C:6](=[O:7])[C:5]1[CH:11]=[CH:12][C:2]([N:17]2[C:18]3[CH2:19][CH2:20][CH2:21][CH2:22][C:23]=3[C:15]([C:14]([F:13])([F:25])[F:24])=[N:16]2)=[CH:3][CH:4]=1. The yield is 0.430. (5) The reactants are [O:1]=[C:2]1[CH2:6][CH2:5][CH2:4][CH:3]1[C:7]([O:9][CH2:10][CH3:11])=[O:8].C(=O)([O-])[O-].[K+].[K+].[CH2:18](I)[CH3:19]. The catalyst is CC(C)=O. The product is [CH2:18]([C:3]1([C:7]([O:9][CH2:10][CH3:11])=[O:8])[CH2:4][CH2:5][CH2:6][C:2]1=[O:1])[CH3:19]. The yield is -0.967.